From a dataset of Catalyst prediction with 721,799 reactions and 888 catalyst types from USPTO. Predict which catalyst facilitates the given reaction. (1) Reactant: [C:1]([O:14][CH2:15][C:16]1[CH:21]=[CH:20][CH:19]=[CH:18][CH:17]=1)(=[O:13])[CH2:2][C:3]([O:5][CH2:6][C:7]1[CH:12]=[CH:11][CH:10]=[CH:9][CH:8]=1)=[O:4].[H-].[Na+].[CH2:24](Br)[C:25]#C. Product: [C:24]([CH:2]([C:1]([O:14][CH2:15][C:16]1[CH:17]=[CH:18][CH:19]=[CH:20][CH:21]=1)=[O:13])[C:3]([O:5][CH2:6][C:7]1[CH:12]=[CH:11][CH:10]=[CH:9][CH:8]=1)=[O:4])#[CH:25]. The catalyst class is: 198. (2) The catalyst class is: 5. Reactant: C(O[C:9](=O)[N:10]([CH:12]([C:14](=[O:46])[NH:15][CH:16]([C:21]([N:23]1[CH2:27][CH2:26][CH:25]2[N:28]([CH:40]3CCOCC3)[CH2:29][CH:30]([O:31][C:32]3[CH:37]=[CH:36][C:35]([F:38])=[C:34]([F:39])[CH:33]=3)[CH:24]12)=[O:22])[C:17]([CH3:20])([CH3:19])[CH3:18])[CH3:13])C)C1C=CC=CC=1. Product: [F:39][C:34]1[CH:33]=[C:32]([CH:37]=[CH:36][C:35]=1[F:38])[O:31][CH:30]1[CH:24]2[N:23]([C:21]([CH:16]([NH:15][C:14](=[O:46])[CH:12]([NH:10][CH3:9])[CH3:13])[C:17]([CH3:19])([CH3:20])[CH3:18])=[O:22])[CH2:27][CH2:26][CH:25]2[N:28]([C:40]2[N:28]=[CH:29][CH:30]=[CH:24][N:23]=2)[CH2:29]1. (3) The catalyst class is: 8. Product: [CH2:21]([O:20][C:15]1[CH:16]=[CH:17][CH:18]=[CH:19][C:14]=1[N:13]1[C:12](=[O:23])[C:11]2[C:6](=[CH:7][CH:8]=[CH:9][CH:10]=2)[N:5]=[C:4]1[CH:2]([N:24]1[CH2:29][CH2:28][NH:27][CH2:26][CH2:25]1)[CH3:3])[CH3:22]. Reactant: Br[CH:2]([C:4]1[N:13]([C:14]2[CH:19]=[CH:18][CH:17]=[CH:16][C:15]=2[O:20][CH2:21][CH3:22])[C:12](=[O:23])[C:11]2[C:6](=[CH:7][CH:8]=[CH:9][CH:10]=2)[N:5]=1)[CH3:3].[NH:24]1[CH2:29][CH2:28][NH:27][CH2:26][CH2:25]1. (4) Reactant: [CH3:1][C:2]1([CH3:5])[CH2:4][O:3]1.[Br:6][C:7]1[C:12]([CH3:13])=[CH:11][C:10]([OH:14])=[CH:9][C:8]=1[CH3:15].C([O-])([O-])=O.[K+].[K+]. The catalyst class is: 9. Product: [Br:6][C:7]1[C:12]([CH3:13])=[CH:11][C:10]([O:14][CH2:1][C:2]([CH3:5])([OH:3])[CH3:4])=[CH:9][C:8]=1[CH3:15]. (5) Reactant: Cl[C:2]1[C:11]2=[N:12][N:13](CC3C=CC(OC)=CC=3)[CH:14]=[C:10]2[C:9]2[CH:8]=[CH:7][CH:6]=[C:5]([O:24][CH3:25])[C:4]=2[N:3]=1.[NH:26]1[C:30]2[CH:31]=[CH:32][C:33]([NH2:35])=[CH:34][C:29]=2[N:28]=[CH:27]1.Cl. Product: [NH:26]1[C:30]2[CH:31]=[CH:32][C:33]([NH:35][C:2]3[C:11]4=[N:12][NH:13][CH:14]=[C:10]4[C:9]4[CH:8]=[CH:7][CH:6]=[C:5]([O:24][CH3:25])[C:4]=4[N:3]=3)=[CH:34][C:29]=2[N:28]=[CH:27]1. The catalyst class is: 71.